From a dataset of Retrosynthesis with 50K atom-mapped reactions and 10 reaction types from USPTO. Predict the reactants needed to synthesize the given product. (1) Given the product COc1cc[nH]c1/C=C1\C(=O)Nc2cccc(C#CC(O)c3ccccc3)c21, predict the reactants needed to synthesize it. The reactants are: C#CC(O)c1ccccc1.COc1cc[nH]c1/C=C1\C(=O)Nc2cccc(Br)c21. (2) Given the product CN(C(=O)OC(C)(C)C)[C@H]1CC[C@H](CCCO)CC1, predict the reactants needed to synthesize it. The reactants are: CN(C(=O)OC(C)(C)C)[C@H]1CC[C@H](C#CCO)CC1. (3) Given the product CCOC(=O)c1ccccc1N=C(C)c1ccccc1, predict the reactants needed to synthesize it. The reactants are: CC(=O)c1ccccc1.CCOC(=O)c1ccccc1N. (4) Given the product CC(=O)c1cccc(OC(CCCCCN2CCC(c3cccc(NC(=O)C(C)C)c3)CC2)c2ccccc2)c1, predict the reactants needed to synthesize it. The reactants are: CC(=O)c1cccc(O)c1.CC(C)C(=O)Nc1cccc(C2CCN(CCCCCC(O)c3ccccc3)CC2)c1. (5) Given the product COc1ccc(S(=O)(=O)N2c3ccccc3-c3ccc(F)cc3[C@@H]2C)cc1, predict the reactants needed to synthesize it. The reactants are: COc1ccc(S(=O)(=O)Cl)cc1.C[C@@H]1Nc2ccccc2-c2ccc(F)cc21. (6) Given the product CN(C)C1CCN(Cc2cc3nc(-n4cnc5ccccc54)nc(N4CCOCC4)c3s2)CC1, predict the reactants needed to synthesize it. The reactants are: CN(C)C1CCN(Cc2cc3nc(Cl)nc(N4CCOCC4)c3s2)CC1.c1ccc2[nH]cnc2c1. (7) Given the product CN(C)CC(=O)Nc1ccc(Oc2ccc3c(c2)CCC(c2ccccc2)O3)nc1, predict the reactants needed to synthesize it. The reactants are: CNC.O=C(CCl)Nc1ccc(Oc2ccc3c(c2)CCC(c2ccccc2)O3)nc1.